Dataset: Catalyst prediction with 721,799 reactions and 888 catalyst types from USPTO. Task: Predict which catalyst facilitates the given reaction. Reactant: [C:1]1([CH2:7]C[Mg][Cl:10])[CH:6]=[CH:5][CH:4]=[CH:3][CH:2]=1.[CH3:11][N:12]([CH3:25])[C:13]1([C:23]#N)[CH2:22][CH2:21][C:16]2([O:20][CH2:19][CH2:18][O:17]2)[CH2:15][CH2:14]1.[Cl-].[NH4+].Cl[Si](C)(C)C. Product: [ClH:10].[CH3:11][N:12]([CH3:25])[C:13]1([CH2:23][CH2:7][C:1]2[CH:6]=[CH:5][CH:4]=[CH:3][CH:2]=2)[CH2:22][CH2:21][C:16]2([O:20][CH2:19][CH2:18][O:17]2)[CH2:15][CH2:14]1. The catalyst class is: 20.